From a dataset of Reaction yield outcomes from USPTO patents with 853,638 reactions. Predict the reaction yield, written as a fraction of the theoretical maximum amount of product (1.0 means a 100% yield; for example, 0.34 means a 34% yield). (1) The reactants are [CH2:1]([O:8][C:9]1[CH:14]=[CH:13][C:12]([CH2:15][CH2:16][C:17]([OH:19])=O)=[CH:11][CH:10]=1)[C:2]1[CH:7]=[CH:6][CH:5]=[CH:4][CH:3]=1.C1(P(C2C=CC=CC=2)C2C=CC=CC=2)C=CC=CC=1.[CH:39]1[CH:44]=[C:43]([S:45][S:45][C:43]2[N:42]=[CH:41][CH:40]=[CH:39][CH:44]=2)[N:42]=[CH:41][CH:40]=1. The catalyst is C(Cl)Cl. The product is [N:42]1[CH:41]=[CH:40][CH:39]=[CH:44][C:43]=1[S:45][C:17](=[O:19])[CH2:16][CH2:15][C:12]1[CH:11]=[CH:10][C:9]([O:8][CH2:1][C:2]2[CH:3]=[CH:4][CH:5]=[CH:6][CH:7]=2)=[CH:14][CH:13]=1. The yield is 0.970. (2) The reactants are [OH:1][C:2]1[CH:14]=[C:13]2[C:5]([N:6]3[C:11](=[CH:12]2)[C:10](=[O:15])[NH:9][CH2:8][CH2:7]3)=[N:4][CH:3]=1.O[CH:17]1[CH2:22][CH2:21][N:20]([C:23]([O:25][C:26]([CH3:29])([CH3:28])[CH3:27])=[O:24])[CH2:19][CH2:18]1.C1(P(C2C=CC=CC=2)C2C=CC=CC=2)C=CC=CC=1.CC(OC(/N=N/C(OC(C)(C)C)=O)=O)(C)C. No catalyst specified. The product is [C:26]([O:25][C:23]([N:20]1[CH2:21][CH2:22][CH:17]([O:1][C:2]2[CH:14]=[C:13]3[C:5]([N:6]4[C:11](=[CH:12]3)[C:10](=[O:15])[NH:9][CH2:8][CH2:7]4)=[N:4][CH:3]=2)[CH2:18][CH2:19]1)=[O:24])([CH3:29])([CH3:27])[CH3:28]. The yield is 0.700. (3) The reactants are [Br:1][C:2]1[CH:7]=[CH:6][C:5]([CH2:8][C:9]([OH:11])=[O:10])=[CH:4][CH:3]=1.S(Cl)(Cl)=O.[CH3:16]O. No catalyst specified. The product is [Br:1][C:2]1[CH:3]=[CH:4][C:5]([CH2:8][C:9]([O:11][CH3:16])=[O:10])=[CH:6][CH:7]=1. The yield is 0.940.